Task: Regression. Given two drug SMILES strings and cell line genomic features, predict the synergy score measuring deviation from expected non-interaction effect.. Dataset: NCI-60 drug combinations with 297,098 pairs across 59 cell lines (1) Drug 1: CC1=C(C(CCC1)(C)C)C=CC(=CC=CC(=CC(=O)O)C)C. Cell line: MALME-3M. Drug 2: CC1=C2C(C(=O)C3(C(CC4C(C3C(C(C2(C)C)(CC1OC(=O)C(C(C5=CC=CC=C5)NC(=O)OC(C)(C)C)O)O)OC(=O)C6=CC=CC=C6)(CO4)OC(=O)C)O)C)O. Synergy scores: CSS=15.3, Synergy_ZIP=4.27, Synergy_Bliss=9.05, Synergy_Loewe=7.56, Synergy_HSA=7.60. (2) Drug 1: C1=C(C(=O)NC(=O)N1)F. Drug 2: CCCCC(=O)OCC(=O)C1(CC(C2=C(C1)C(=C3C(=C2O)C(=O)C4=C(C3=O)C=CC=C4OC)O)OC5CC(C(C(O5)C)O)NC(=O)C(F)(F)F)O. Cell line: SK-MEL-2. Synergy scores: CSS=29.9, Synergy_ZIP=-0.369, Synergy_Bliss=-2.12, Synergy_Loewe=-2.71, Synergy_HSA=-2.67.